This data is from TCR-epitope binding with 47,182 pairs between 192 epitopes and 23,139 TCRs. The task is: Binary Classification. Given a T-cell receptor sequence (or CDR3 region) and an epitope sequence, predict whether binding occurs between them. The epitope is TLDSKTQSL. The TCR CDR3 sequence is CASSKNRVTTAEPNEKLFF. Result: 0 (the TCR does not bind to the epitope).